This data is from Catalyst prediction with 721,799 reactions and 888 catalyst types from USPTO. The task is: Predict which catalyst facilitates the given reaction. (1) Reactant: [Cl:1][C:2]1[CH:7]=[CH:6][C:5]([Cl:8])=[CH:4][C:3]=1Cl.[OH-].[Na+].[O-:12]S([O-])=O.[Na+].[Na+]. Product: [Cl:1][C:2]1[CH:7]=[CH:6][C:5]([Cl:8])=[CH:4][C:3]=1[OH:12]. The catalyst class is: 24. (2) Reactant: N1CCCCC1.[CH3:7][O:8][CH2:9][O:10][CH:11]([C:13]1[CH:14]=[CH:15][C:16]([CH2:19][CH2:20][O:21][C:22]2[CH:29]=[CH:28][C:25]([CH:26]=O)=[CH:24][CH:23]=2)=[N:17][CH:18]=1)[CH3:12].[S:30]1[CH2:34][C:33](=[O:35])[NH:32][C:31]1=[O:36]. Product: [CH3:7][O:8][CH2:9][O:10][CH:11]([C:13]1[CH:14]=[CH:15][C:16]([CH2:19][CH2:20][O:21][C:22]2[CH:29]=[CH:28][C:25]([CH:26]=[C:34]3[S:30][C:31](=[O:36])[NH:32][C:33]3=[O:35])=[CH:24][CH:23]=2)=[N:17][CH:18]=1)[CH3:12]. The catalyst class is: 8. (3) Reactant: [OH-].[Na+].C[O:4][C:5]([C@@H:7]1[CH2:12][O:11][CH2:10][CH2:9][N:8]1[C:13]([C:15]1[CH:19]=[C:18]([C:20]2[CH:25]=[CH:24][CH:23]=[CH:22][N:21]=2)[N:17]([C:26]2[CH:27]=[N:28][C:29]([O:32][CH3:33])=[CH:30][CH:31]=2)[N:16]=1)=[O:14])=[O:6]. Product: [CH3:33][O:32][C:29]1[N:28]=[CH:27][C:26]([N:17]2[C:18]([C:20]3[CH:25]=[CH:24][CH:23]=[CH:22][N:21]=3)=[CH:19][C:15]([C:13]([N:8]3[CH2:9][CH2:10][O:11][CH2:12][C@H:7]3[C:5]([OH:6])=[O:4])=[O:14])=[N:16]2)=[CH:31][CH:30]=1. The catalyst class is: 7. (4) Reactant: [Cl:1][C:2]1[C:3]([N:19]2[CH2:24][CH2:23][CH:22]([C:25]([O:27][CH3:28])=[O:26])[CH2:21][CH2:20]2)=[N:4][CH:5]=[C:6]([C:12]2[O:13][C:14]([CH2:17][CH3:18])=[CH:15][N:16]=2)[C:7]=1S(C)(=O)=O.C[CH2:30][N:31](C(C)C)C(C)C.CN. Product: [Cl:1][C:2]1[C:3]([N:19]2[CH2:24][CH2:23][CH:22]([C:25]([O:27][CH3:28])=[O:26])[CH2:21][CH2:20]2)=[N:4][CH:5]=[C:6]([C:12]2[O:13][C:14]([CH2:17][CH3:18])=[CH:15][N:16]=2)[C:7]=1[NH:31][CH3:30]. The catalyst class is: 1.